Dataset: Full USPTO retrosynthesis dataset with 1.9M reactions from patents (1976-2016). Task: Predict the reactants needed to synthesize the given product. (1) Given the product [C:1]([OH:6])(=[O:5])[C@H:2]([CH3:4])[OH:3].[C:1]([OH:6])(=[O:5])[C@@H:2]([CH3:4])[OH:3], predict the reactants needed to synthesize it. The reactants are: [C:1]([OH:6])(=[O:5])[C@H:2]([CH3:4])[OH:3].O=C[C@@H]([C@H]([C@@H](CO)O)O)O. (2) Given the product [NH:11]1[C:4]2[C:9](=[CH:8][CH:7]=[CH:6][CH:5]=2)[N:1]=[C:14]1[CH:17]=[O:18], predict the reactants needed to synthesize it. The reactants are: [NH:1]1[C:9]2[C:4](=[CH:5][CH:6]=[CH:7][CH:8]=2)C=N1.C[N+:11]([CH3:14])=CCl.[Cl-].C(Cl)(=O)[C:17](Cl)=[O:18]. (3) The reactants are: [CH:1]([C:3]1[O:11][C:10]2[C:9]([C:12]([NH:14][C:15]3[CH:20]=[CH:19][CH:18]=[CH:17][C:16]=3[O:21][CH3:22])=[O:13])=[CH:8][N:7]=[CH:6][C:5]=2[CH:4]=1)=O.[S:23]1[CH2:29][C:27](=[O:28])[NH:26][C:24]1=[S:25].C([O-])(=O)C.[Na+]. Given the product [CH3:22][O:21][C:16]1[CH:17]=[CH:18][CH:19]=[CH:20][C:15]=1[NH:14][C:12]([C:9]1[C:10]2[O:11][C:3](/[CH:1]=[C:29]3/[C:27](=[O:28])[NH:26][C:24](=[S:25])[S:23]/3)=[CH:4][C:5]=2[CH:6]=[N:7][CH:8]=1)=[O:13], predict the reactants needed to synthesize it. (4) Given the product [Cl:19][C:20]1[CH:21]=[C:22]([N:26]2[CH2:31][CH2:30][N:29]([CH2:2][CH2:3][CH2:4][CH2:5][C:6]3([CH2:17][CH3:18])[C:14]4[C:9](=[CH:10][CH:11]=[C:12]([CH3:15])[CH:13]=4)[NH:8][C:7]3=[O:16])[CH2:28][CH2:27]2)[CH:23]=[CH:24][CH:25]=1, predict the reactants needed to synthesize it. The reactants are: Cl[CH2:2][CH2:3][CH2:4][CH2:5][C:6]1([CH2:17][CH3:18])[C:14]2[C:9](=[CH:10][CH:11]=[C:12]([CH3:15])[CH:13]=2)[NH:8][C:7]1=[O:16].[Cl:19][C:20]1[CH:21]=[C:22]([N:26]2[CH2:31][CH2:30][NH:29][CH2:28][CH2:27]2)[CH:23]=[CH:24][CH:25]=1. (5) Given the product [NH2:1][C:2]1[N:3]([CH2:27][CH3:28])[C:4]2[C:9]([C:10](=[O:25])[C:11]=1[C:12]1[NH:16][CH:15]=[CH:14][N:13]=1)=[CH:8][CH:7]=[C:6]([Cl:26])[N:5]=2, predict the reactants needed to synthesize it. The reactants are: [NH2:1][C:2]1[N:3]([CH2:27][CH3:28])[C:4]2[C:9]([C:10](=[O:25])[C:11]=1[C:12]1[N:13](COCC[Si](C)(C)C)[CH:14]=[CH:15][N:16]=1)=[CH:8][CH:7]=[C:6]([Cl:26])[N:5]=2.FC(F)(F)C(O)=O. (6) Given the product [CH:10]([O:1][CH2:2][CH3:9])=[CH2:11].[O:24]1[CH:22]=[CH:20][CH2:19][CH2:11][CH2:12]1, predict the reactants needed to synthesize it. The reactants are: [OH:1][C:2]1[CH:9]=CC(C=C)=CC=1.[CH3:10][C@@:11]12[CH:19]([C:20]([C:22]([O-:24])=O)=C)C[C@H](C1(C)C)C[CH2:12]2. (7) Given the product [CH:12]([C:7]1[CH:8]=[CH:9][CH:10]=[C:11]2[C:6]=1[CH:5]=[CH:4][N:3]2[C:15]1[CH:22]=[CH:21][CH:20]=[CH:19][C:16]=1[C:17]#[N:18])=[O:13], predict the reactants needed to synthesize it. The reactants are: [H-].[Na+].[NH:3]1[C:11]2[CH:10]=[CH:9][CH:8]=[C:7]([CH:12]=[O:13])[C:6]=2[CH:5]=[CH:4]1.F[C:15]1[CH:22]=[CH:21][CH:20]=[CH:19][C:16]=1[C:17]#[N:18]. (8) Given the product [F:38][C:39]([F:45])([F:44])[S:40]([O-:43])(=[O:42])=[O:41].[NH4+:56], predict the reactants needed to synthesize it. The reactants are: C1([Si](OC)(OC)OC)C=CC=CC=1.C(O[Si](OCC)(OCC)OCC)C.C[Si](OCC)(OCC)OCC.[F:38][C:39]([F:45])([F:44])[S:40]([O-:43])(=[O:42])=[O:41].CO[Si](CCC[N+:56](C)(C)C)(OC)OC.Cl.C(OCC(O)C)C. (9) Given the product [OH:23]/[N:24]=[C:25](\[C:33]1[CH:34]=[CH:35][CH:36]=[CH:37][CH:38]=1)/[C:26]1[CH:27]=[CH:28][C:29]([NH:32][C:13]([CH:11]2[O:10][N:9]=[C:8]([C:4]3[CH:3]=[N:2][CH:7]=[CH:6][CH:5]=3)[CH2:12]2)=[O:14])=[CH:30][CH:31]=1, predict the reactants needed to synthesize it. The reactants are: Cl.[N:2]1[CH:7]=[CH:6][CH:5]=[C:4]([C:8]2[CH2:12][CH:11]([C:13](Cl)=[O:14])[O:10][N:9]=2)[CH:3]=1.C(N(CC)CC)C.[OH:23][N:24]=[C:25]([C:33]1[CH:38]=[CH:37][CH:36]=[CH:35][CH:34]=1)[C:26]1[CH:31]=[CH:30][C:29]([NH2:32])=[CH:28][CH:27]=1.O. (10) The reactants are: C[O:2][C:3]1[CH:4]=[C:5]2[C:10](=[CH:11][C:12]=1[O:13][CH3:14])[N:9]=[CH:8][NH:7][C:6]2=[O:15].Cl. Given the product [OH:2][C:3]1[CH:4]=[C:5]2[C:10](=[CH:11][C:12]=1[O:13][CH3:14])[N:9]=[CH:8][NH:7][C:6]2=[O:15], predict the reactants needed to synthesize it.